Predict which catalyst facilitates the given reaction. From a dataset of Catalyst prediction with 721,799 reactions and 888 catalyst types from USPTO. (1) Reactant: [Si:1]([O:8][C@H:9]1[CH2:14][CH2:13][C@@:12]([C@H:16]2[CH2:24][CH2:23][C@@:22]3([CH3:25])[C@@H:18]([CH2:19][CH2:20][C:21]3=[CH2:26])[C@@H:17]2[CH2:27]O)([CH3:15])[C@@H:11]([CH2:29][O:30][Si:31]([C:34]([CH3:37])([CH3:36])[CH3:35])([CH3:33])[CH3:32])[CH2:10]1)([C:4]([CH3:7])([CH3:6])[CH3:5])([CH3:3])[CH3:2].CCN(CC)CC.CS(Cl)(=O)=O.[N:50]1[C:58]([NH2:59])=[C:57]2[C:53]([N:54]=[CH:55][NH:56]2)=[N:52][CH:51]=1.C(=O)([O-])[O-].[K+].[K+]. Product: [Si:1]([O:8][C@H:9]1[CH2:14][CH2:13][C@@:12]([C@H:16]2[CH2:24][CH2:23][C@@:22]3([CH3:25])[C@@H:18]([CH2:19][CH2:20][C:21]3=[CH2:26])[C@@H:17]2[CH2:27][N:54]2[CH:55]=[N:56][C:57]3[C:53]2=[N:52][CH:51]=[N:50][C:58]=3[NH2:59])([CH3:15])[C@@H:11]([CH2:29][O:30][Si:31]([C:34]([CH3:35])([CH3:36])[CH3:37])([CH3:33])[CH3:32])[CH2:10]1)([C:4]([CH3:6])([CH3:5])[CH3:7])([CH3:2])[CH3:3]. The catalyst class is: 2. (2) Reactant: [CH3:1][O:2][C:3]([C:5]1[O:6][C:7]([C:9]2[C:14]([C:15]=1[C:16]1[CH:21]=[CH:20][CH:19]=[CH:18][CH:17]=1)=[CH:13][C:12]([Cl:22])=[CH:11][CH:10]=2)=O)=[O:4].[CH3:23][NH:24][NH2:25]. Product: [CH3:1][O:2][C:3]([C:5]1[N:25]([NH:24][CH3:23])[C:7](=[O:6])[C:9]2[C:14]([C:15]=1[C:16]1[CH:21]=[CH:20][CH:19]=[CH:18][CH:17]=1)=[CH:13][C:12]([Cl:22])=[CH:11][CH:10]=2)=[O:4]. The catalyst class is: 5. (3) The catalyst class is: 15. Reactant: [CH3:1][CH:2]([O:4][C:5]1[CH:10]=[CH:9][C:8]([C:11]2[S:12][CH:13]=[CH:14][N:15]=2)=[CH:7][C:6]=1[C:16]([F:19])([F:18])[F:17])[CH3:3].C([O-])(=O)C.[Na+].[Br:25]Br. Product: [Br:25][C:13]1[S:12][C:11]([C:8]2[CH:9]=[CH:10][C:5]([O:4][CH:2]([CH3:1])[CH3:3])=[C:6]([C:16]([F:19])([F:17])[F:18])[CH:7]=2)=[N:15][CH:14]=1. (4) Reactant: C([O:3][C:4](=[O:27])[CH2:5][O:6][C:7]1[CH:12]=[CH:11][C:10](Br)=[CH:9][C:8]=1[C:14]([C:16]1[CH:17]=[N:18][N:19]([C:21]2[CH:26]=[CH:25][CH:24]=[CH:23][CH:22]=2)[CH:20]=1)=[O:15])C.[CH2:28](B(O)O)[CH2:29][CH2:30][CH3:31]. Product: [CH2:28]([C:10]1[CH:11]=[CH:12][C:7]([O:6][CH2:5][C:4]([OH:3])=[O:27])=[C:8]([C:14]([C:16]2[CH:17]=[N:18][N:19]([C:21]3[CH:26]=[CH:25][CH:24]=[CH:23][CH:22]=3)[CH:20]=2)=[O:15])[CH:9]=1)[CH2:29][CH2:30][CH3:31]. The catalyst class is: 20. (5) Reactant: [CH3:1][C:2]([S:5](/[N:7]=[CH:8]\[C:9]1[CH:10]=[N:11][C:12]([C:15]([F:18])([F:17])[F:16])=[N:13][CH:14]=1)=[O:6])([CH3:4])[CH3:3].[CH3:19][Li]. Product: [CH3:4][C:2]([S:5]([NH:7][C@@H:8]([C:9]1[CH:14]=[N:13][C:12]([C:15]([F:18])([F:17])[F:16])=[N:11][CH:10]=1)[CH3:19])=[O:6])([CH3:1])[CH3:3]. The catalyst class is: 11. (6) Reactant: [F:1][C:2]1[CH:11]=[CH:10][C:5]2[S:6][CH:7]=[C:8]([CH3:9])[C:4]=2[CH:3]=1.[Br:12]N1C(=O)CCC1=O.CCCCCC. Product: [Br:12][CH2:9][C:8]1[C:4]2[CH:3]=[C:2]([F:1])[CH:11]=[CH:10][C:5]=2[S:6][CH:7]=1. The catalyst class is: 340. (7) Reactant: [CH2:1]([N:3]([CH2:7][CH3:8])[CH2:4][CH2:5][NH2:6])[CH3:2].[Cl:9][C:10]1[CH:11]=[C:12]([N+:17]([O-:19])=[O:18])[CH:13]=[CH:14][C:15]=1F. Product: [Cl:9][C:10]1[CH:11]=[C:12]([N+:17]([O-:19])=[O:18])[CH:13]=[CH:14][C:15]=1[NH:6][CH2:5][CH2:4][N:3]([CH2:7][CH3:8])[CH2:1][CH3:2]. The catalyst class is: 98. (8) Reactant: [N+:1]([C:4]1[CH:5]=[C:6]2[C:10](=[CH:11][CH:12]=1)[NH:9][CH:8]=[CH:7]2)([O-:3])=[O:2].N1CCCC1.[CH2:18]([N:20]1[CH2:25][CH2:24][C:23](=O)[CH2:22][CH2:21]1)[CH3:19]. Product: [CH2:18]([N:20]1[CH2:21][CH:22]=[C:23]([C:7]2[C:6]3[C:10](=[CH:11][CH:12]=[C:4]([N+:1]([O-:3])=[O:2])[CH:5]=3)[NH:9][CH:8]=2)[CH2:24][CH2:25]1)[CH3:19]. The catalyst class is: 8.